This data is from Forward reaction prediction with 1.9M reactions from USPTO patents (1976-2016). The task is: Predict the product of the given reaction. (1) Given the reactants [NH2:1][CH2:2][C:3]1[N:4]=[CH:5][C:6]([C:9]([NH:11][CH2:12][C:13]2[S:17][C:16]([CH3:18])=[N:15][CH:14]=2)=[O:10])=[N:7][CH:8]=1.[F:19][C:20]1[CH:21]=[C:22]([S:27](Cl)(=[O:29])=[O:28])[CH:23]=[C:24]([F:26])[CH:25]=1.C(N(CC)CC)C, predict the reaction product. The product is: [F:26][C:24]1[CH:23]=[C:22]([S:27]([NH:1][CH2:2][C:3]2[N:4]=[CH:5][C:6]([C:9]([NH:11][CH2:12][C:13]3[S:17][C:16]([CH3:18])=[N:15][CH:14]=3)=[O:10])=[N:7][CH:8]=2)(=[O:28])=[O:29])[CH:21]=[C:20]([F:19])[CH:25]=1. (2) The product is: [CH2:34]([O:36][C:37](=[O:58])[CH:38]=[CH:60][C:15]1[N:16]([C:20]2[CH:25]=[CH:24][C:23]([O:26][CH:27]3[CH2:31][CH2:30][CH2:29][CH2:28]3)=[CH:22][CH:21]=2)[C:17]2[C:13]([CH:14]=1)=[CH:12][C:11]([C:8]1[CH:7]=[CH:6][C:5]([C:1]([CH3:2])([CH3:3])[CH3:4])=[CH:10][CH:9]=1)=[CH:19][CH:18]=2)[CH3:35]. Given the reactants [C:1]([C:5]1[CH:10]=[CH:9][C:8]([C:11]2[CH:12]=[C:13]3[C:17](=[CH:18][CH:19]=2)[N:16]([C:20]2[CH:25]=[CH:24][C:23]([O:26][CH:27]4[CH2:31][CH2:30][CH2:29][CH2:28]4)=[CH:22][CH:21]=2)[C:15](C=O)=[CH:14]3)=[CH:7][CH:6]=1)([CH3:4])([CH3:3])[CH3:2].[CH2:34]([O:36][C:37](=[O:58])[CH:38]=P(C1C=CC=CC=1)(C1C=CC=CC=1)C1C=CC=CC=1)[CH3:35].O.[CH3:60]N(C=O)C, predict the reaction product. (3) The product is: [CH3:6][NH:5][C:4]1[CH:7]=[CH:8][CH:9]=[C:2]([B:18]2[O:19][C:20]([CH3:22])([CH3:21])[C:16]([CH3:32])([CH3:15])[O:17]2)[CH:3]=1. Given the reactants Br[C:2]1[CH:3]=[C:4]([CH:7]=[CH:8][CH:9]=1)[NH:5][CH3:6].C([O-])(=O)C.[K+].[CH3:15][C:16]1([CH3:32])[C:20]([CH3:22])([CH3:21])[O:19][B:18]([B:18]2[O:19][C:20]([CH3:22])([CH3:21])[C:16]([CH3:32])([CH3:15])[O:17]2)[O:17]1, predict the reaction product.